Dataset: Reaction yield outcomes from USPTO patents with 853,638 reactions. Task: Predict the reaction yield, written as a fraction of the theoretical maximum amount of product (1.0 means a 100% yield; for example, 0.34 means a 34% yield). (1) The reactants are [CH3:1][O:2][C:3](=[O:23])[CH2:4][C@H:5]1[CH2:10][CH2:9][C@H:8]([C:11]2[CH:16]=[CH:15][C:14]([NH:17][C:18](=[O:22])[CH2:19][CH2:20][NH2:21])=[CH:13][CH:12]=2)[CH2:7][CH2:6]1.CCN=C=NCCCN(C)C.[F:35][C:36]1[CH:41]=[CH:40][C:39]([C:42]2[O:43][C:44]([C:50]([F:53])([F:52])[F:51])=[C:45]([C:47](O)=[O:48])[N:46]=2)=[CH:38][CH:37]=1.C1C=CC2N(O)N=NC=2C=1.C(N(C(C)C)C(C)C)C. The catalyst is ClCCl.C([O-])(O)=O.[Na+]. The product is [CH3:1][O:2][C:3](=[O:23])[CH2:4][C@H:5]1[CH2:6][CH2:7][C@H:8]([C:11]2[CH:12]=[CH:13][C:14]([NH:17][C:18](=[O:22])[CH2:19][CH2:20][NH:21][C:47]([C:45]3[N:46]=[C:42]([C:39]4[CH:40]=[CH:41][C:36]([F:35])=[CH:37][CH:38]=4)[O:43][C:44]=3[C:50]([F:53])([F:52])[F:51])=[O:48])=[CH:15][CH:16]=2)[CH2:9][CH2:10]1. The yield is 0.820. (2) The reactants are [Br:1][C:2]1[CH:3]=[C:4]2[C:9](=[CH:10][CH:11]=1)[N:8]=[CH:7][C:6]([C:12](=[O:15])[CH2:13][CH3:14])=[C:5]2Cl.[CH3:17][N:18]([CH2:20][C:21]1[CH:27]=[CH:26][C:24]([NH2:25])=[CH:23][CH:22]=1)[CH3:19]. No catalyst specified. The product is [Br:1][C:2]1[CH:3]=[C:4]2[C:9](=[CH:10][CH:11]=1)[N:8]=[CH:7][C:6]([C:12](=[O:15])[CH2:13][CH3:14])=[C:5]2[NH:25][C:24]1[CH:23]=[CH:22][C:21]([CH2:20][N:18]([CH3:19])[CH3:17])=[CH:27][CH:26]=1. The yield is 0.860. (3) The reactants are BrC1C=C2C(=CC=1)NC=C2CC1C=CC(C(C)(C)C#N)=CC=1.[NH2:23][C:24]1[CH:25]=[N:26][C:27]2[C:32]([C:33]=1[CH2:34][C:35]1[CH:40]=[CH:39][C:38]([C:41]([CH3:45])([CH3:44])[C:42]#[N:43])=[CH:37][CH:36]=1)=[CH:31][C:30]([Br:46])=[CH:29][CH:28]=2.O=[S:48](Cl)Cl. The catalyst is C1(C)C(C)=CC=CC=1.CC(=O)OCC. The product is [Br:46][C:30]1[CH:29]=[CH:28][C:27]2[N:26]=[CH:25][C:24]3=[N:23][S:48][C:34]([C:35]4[CH:36]=[CH:37][C:38]([C:41]([CH3:44])([CH3:45])[C:42]#[N:43])=[CH:39][CH:40]=4)=[C:33]3[C:32]=2[CH:31]=1. The yield is 0.300. (4) The reactants are [Cl:1][C:2]1[CH:11]=[C:10]2[C:5]([CH2:6][CH2:7][O:8][C@H:9]2[C:12]2[CH:13]=[C:14]([C:18]([C:20]3[C:21]([NH:26][C@@H:27]4[CH2:31][C@H:30]([CH2:32][O:33][S:34]([NH:37][C:38](=[O:44])[O:39][C:40]([CH3:43])([CH3:42])[CH3:41])(=[O:36])=[O:35])[C@@H:29]([O:45][Si](C(C)C)(C(C)C)C(C)C)[CH2:28]4)=[N:22][CH:23]=[N:24][CH:25]=3)=[O:19])[S:15][C:16]=2[CH3:17])=[CH:4][CH:3]=1.O.[F-].C([N+](CCCC)(CCCC)CCCC)CCC. The catalyst is O1CCCC1. The yield is 0.680. The product is [Cl:1][C:2]1[CH:11]=[C:10]2[C:5]([CH2:6][CH2:7][O:8][C@H:9]2[C:12]2[CH:13]=[C:14]([C:18]([C:20]3[C:21]([NH:26][C@@H:27]4[CH2:31][C@H:30]([CH2:32][O:33][S:34]([NH:37][C:38](=[O:44])[O:39][C:40]([CH3:41])([CH3:42])[CH3:43])(=[O:35])=[O:36])[C@@H:29]([OH:45])[CH2:28]4)=[N:22][CH:23]=[N:24][CH:25]=3)=[O:19])[S:15][C:16]=2[CH3:17])=[CH:4][CH:3]=1. (5) The reactants are [NH2:1][C:2]12[CH2:11][CH:6]3[CH2:7][CH:8]([CH2:10][C:4]([NH:12][C:13]([C:15]4[CH:20]=[CH:19][CH:18]=[C:17]([CH3:21])[N:16]=4)=[O:14])([CH2:5]3)[CH2:3]1)[CH2:9]2.CCN(C(C)C)C(C)C.[CH3:31][N:32]1[CH:36]=[CH:35][C:34]([C:37](Cl)=[O:38])=[N:33]1. The catalyst is C(Cl)Cl. The product is [CH3:31][N:32]1[CH:36]=[CH:35][C:34]([C:37]([NH:1][C:2]23[CH2:11][CH:6]4[CH2:7][CH:8]([CH2:10][C:4]([NH:12][C:13]([C:15]5[CH:20]=[CH:19][CH:18]=[C:17]([CH3:21])[N:16]=5)=[O:14])([CH2:5]4)[CH2:3]2)[CH2:9]3)=[O:38])=[N:33]1. The yield is 0.300.